From a dataset of Reaction yield outcomes from USPTO patents with 853,638 reactions. Predict the reaction yield, written as a fraction of the theoretical maximum amount of product (1.0 means a 100% yield; for example, 0.34 means a 34% yield). (1) The reactants are [CH3:1][N:2]1[CH:6]=[C:5]([C:7]2[N:12]=[C:11]([C:13]3[CH:14]=[N:15][NH:16][CH:17]=3)[N:10]3[CH:18]=[CH:19][N:20]=[C:9]3[CH:8]=2)[CH:4]=[N:3]1.[CH:21]1(C(C)=CC#N)C[CH2:22]1.C1CCN2C(=NCCC2)CC1. The catalyst is C(#N)C. The product is [CH2:21]([N:15]1[CH:14]=[C:13]([C:11]2[N:10]3[CH:18]=[CH:19][N:20]=[C:9]3[CH:8]=[C:7]([C:5]3[CH:4]=[N:3][N:2]([CH3:1])[CH:6]=3)[N:12]=2)[CH:17]=[N:16]1)[CH3:22]. The yield is 0.0100. (2) The reactants are [S:1]1[CH:5]=[CH:4][CH:3]=[C:2]1[CH2:6][NH:7][C:8]([C:10]12[CH2:19][CH:14]3[CH2:15][CH:16]([CH2:18][CH:12]([CH2:13]3)[CH2:11]1)[CH2:17]2)=[O:9].[Li][CH2:21][CH2:22][CH2:23]C. The catalyst is C1COCC1. The product is [CH:22]([N:7]([CH2:6][C:2]1[S:1][CH:5]=[CH:4][CH:3]=1)[C:8]([C:10]12[CH2:19][CH:14]3[CH2:15][CH:16]([CH2:18][CH:12]([CH2:13]3)[CH2:11]1)[CH2:17]2)=[O:9])([CH3:23])[CH3:21]. The yield is 0.320. (3) The reactants are [C:1]([O:5][C:6]([N:8]1[C@@H:12]([C@H:13]([OH:20])[C:14]2[CH:19]=[CH:18][CH:17]=[CH:16][CH:15]=2)[CH2:11][CH2:10][C@H:9]1[CH2:21][C:22]1[CH:30]=[CH:29][C:25]([C:26](O)=[O:27])=[CH:24][CH:23]=1)=[O:7])([CH3:4])([CH3:3])[CH3:2].[N:31]1([CH:36]2[CH2:41][CH2:40]NC[CH2:37]2)[CH:35]=[CH:34][CH:33]=[N:32]1.C1C=[N:46][C:45]2N(O)N=NC=2C=1.C(Cl)CCl.CCN(C(C)C)C(C)C. The catalyst is CN(C=O)C. The product is [OH:20][C@H:13]([C:14]1[CH:19]=[CH:18][CH:17]=[CH:16][CH:15]=1)[C@H:12]1[CH2:11][CH2:10][C@@H:9]([CH2:21][C:22]2[CH:30]=[CH:29][C:25]([C:26]([N:46]3[CH2:37][CH:36]([N:31]4[CH:35]=[CH:34][CH:33]=[N:32]4)[CH2:41][CH2:40][CH2:45]3)=[O:27])=[CH:24][CH:23]=2)[N:8]1[C:6]([O:5][C:1]([CH3:4])([CH3:3])[CH3:2])=[O:7]. The yield is 0.810. (4) The reactants are [CH2:1]1[C:9]2[C:4](=[CH:5][CH:6]=[CH:7][CH:8]=2)[CH2:3][NH:2]1.[CH2:10]([O:12][C:13]([C:15]1([C:18]2[CH:19]=[C:20]3[C:24](=[CH:25][CH:26]=2)[N:23]([C:27]([O:29][C:30]([CH3:33])([CH3:32])[CH3:31])=[O:28])[C:22](=[O:34])[C:21]3=[O:35])[CH2:17][CH2:16]1)=[O:14])[CH3:11]. The catalyst is O1CCCC1. The product is [C:30]([O:29][C:27]([NH:23][C:24]1[CH:25]=[CH:26][C:18]([C:15]2([C:13]([O:12][CH2:10][CH3:11])=[O:14])[CH2:16][CH2:17]2)=[CH:19][C:20]=1[C:21](=[O:35])[C:22]([N:2]1[CH2:3][C:4]2[C:9](=[CH:8][CH:7]=[CH:6][CH:5]=2)[CH2:1]1)=[O:34])=[O:28])([CH3:32])([CH3:31])[CH3:33]. The yield is 0.320. (5) The reactants are [N+]([C:4]1[CH:9]=[CH:8][CH:7]=[CH:6][C:5]=1[N+:10]([O-:12])=[O:11])([O-])=O.[F:13][C:14]1[CH:19]=[CH:18][C:17]([OH:20])=[CH:16][CH:15]=1.C(=O)([O-])[O-].[Cs+].[Cs+]. The catalyst is CS(C)=O.O. The product is [F:13][C:14]1[CH:19]=[CH:18][C:17]([O:20][C:9]2[CH:4]=[C:5]([N+:10]([O-:12])=[O:11])[CH:6]=[CH:7][CH:8]=2)=[CH:16][CH:15]=1. The yield is 0.690. (6) The reactants are Br[C:2]1[CH:25]=[CH:24][C:5]2[C:6]3[N:10]([CH2:11][CH2:12][O:13][C:4]=2[CH:3]=1)[CH:9]=[C:8]([C:14]1[N:18]([CH:19]([CH3:21])[CH3:20])[N:17]=[C:16]([CH2:22][OH:23])[N:15]=1)[N:7]=3. The catalyst is [Pd]. The product is [N:7]1[C:8]([C:14]2[N:18]([CH:19]([CH3:20])[CH3:21])[N:17]=[C:16]([CH2:22][OH:23])[N:15]=2)=[CH:9][N:10]2[C:6]=1[C:5]1[CH:24]=[CH:25][CH:2]=[CH:3][C:4]=1[O:13][CH2:12][CH2:11]2. The yield is 0.240. (7) The reactants are [C@H:1]12[CH2:30][C@H:4]([N:5]([C:7]3[N:12]=[C:11]([CH:13]4[CH2:15][C:14]4([F:17])[F:16])[N:10]=[C:9]([C:18]4[CH:19]=[C:20]([O:26][CH:27]([F:29])[F:28])[C:21]([NH2:24]=O)=[N:22][CH:23]=4)[CH:8]=3)[CH2:6]1)[CH2:3][O:2]2.ClP(Cl)Cl. The product is [C@H:1]12[CH2:30][C@H:4]([N:5]([C:7]3[N:12]=[C:11]([CH:13]4[CH2:15][C:14]4([F:16])[F:17])[N:10]=[C:9]([C:18]4[CH:19]=[C:20]([O:26][CH:27]([F:28])[F:29])[C:21]([NH2:24])=[N:22][CH:23]=4)[CH:8]=3)[CH2:6]1)[CH2:3][O:2]2. The yield is 0.330. The catalyst is ClCCl. (8) The reactants are [CH:1]1([S:4](Cl)(=[O:6])=[O:5])[CH2:3][CH2:2]1.N1C=CC=CC=1.[CH2:14]([OH:18])[CH2:15][CH2:16][CH3:17]. No catalyst specified. The product is [CH:1]1([S:4]([O:18][CH2:14][CH2:15][CH2:16][CH3:17])(=[O:6])=[O:5])[CH2:3][CH2:2]1. The yield is 0.710. (9) The reactants are CSC.[CH2:4]([C:6]1[CH:60]=[CH:59][C:9]([CH2:10][N:11]2[C:19]3[C:14](=[CH:15][CH:16]=[CH:17][CH:18]=3)[C:13]([C@@H:20]3[CH2:25][C@H:24]([CH2:26][O:27]CC4C=CC=CC=4)[C@@H:23]([O:35]CC4C=CC=CC=4)[C@H:22]([O:43]CC4C=CC=CC=4)[C@H:21]3[O:51]CC3C=CC=CC=3)=[CH:12]2)=[CH:8][CH:7]=1)[CH3:5].O. The catalyst is C(Cl)Cl. The product is [CH2:4]([C:6]1[CH:60]=[CH:59][C:9]([CH2:10][N:11]2[C:19]3[C:14](=[CH:15][CH:16]=[CH:17][CH:18]=3)[C:13]([C@@H:20]3[CH2:25][C@H:24]([CH2:26][OH:27])[C@@H:23]([OH:35])[C@H:22]([OH:43])[C@H:21]3[OH:51])=[CH:12]2)=[CH:8][CH:7]=1)[CH3:5]. The yield is 0.410.